From a dataset of Full USPTO retrosynthesis dataset with 1.9M reactions from patents (1976-2016). Predict the reactants needed to synthesize the given product. (1) Given the product [C:6]1([C:12]([C:14]2[CH:15]=[CH:16][CH:17]=[CH:18][CH:19]=2)([C:20]2[CH:21]=[CH:22][CH:23]=[CH:24][CH:25]=2)[N:1]2[CH2:5][CH2:4][CH2:3][CH2:2]2)[CH:7]=[CH:8][CH:9]=[CH:10][CH:11]=1, predict the reactants needed to synthesize it. The reactants are: [NH:1]1[CH2:5][CH2:4][CH2:3][CH2:2]1.[C:6]1([C:12]([C:20]2[CH:25]=[CH:24][CH:23]=[CH:22][CH:21]=2)([C:14]2[CH:19]=[CH:18][CH:17]=[CH:16][CH:15]=2)Cl)[CH:11]=[CH:10][CH:9]=[CH:8][CH:7]=1.C(=O)([O-])[O-].[K+].[K+].C(=O)([O-])O.[Na+]. (2) Given the product [CH3:20][C:14]1([CH3:21])[CH2:13][C:12]2[CH:11]=[C:10]3[N:17]([CH2:18][CH2:19][N:8]([C:4]4[C:3]([CH:23]=[O:24])=[C:2]([C:48]5[CH:49]=[C:44]([NH:43][C:40]6[CH:39]=[CH:38][C:37]([N:28]7[CH2:29][CH2:30][N:31]([CH:33]8[CH2:34][O:35][CH2:36]8)[CH2:32][C@@H:27]7[CH2:25][CH3:26])=[CH:42][N:41]=6)[C:45](=[O:60])[N:46]([CH3:59])[CH:47]=5)[CH:7]=[CH:6][N:5]=4)[C:9]3=[O:22])[C:16]=2[CH2:15]1, predict the reactants needed to synthesize it. The reactants are: Cl[C:2]1[CH:7]=[CH:6][N:5]=[C:4]([N:8]2[CH2:19][CH2:18][N:17]3[C:10](=[CH:11][C:12]4[CH2:13][C:14]([CH3:21])([CH3:20])[CH2:15][C:16]=43)[C:9]2=[O:22])[C:3]=1[CH:23]=[O:24].[CH2:25]([C@H:27]1[CH2:32][N:31]([CH:33]2[CH2:36][O:35][CH2:34]2)[CH2:30][CH2:29][N:28]1[C:37]1[CH:38]=[CH:39][C:40]([NH:43][C:44]2[C:45](=[O:60])[N:46]([CH3:59])[CH:47]=[C:48](B3OC(C)(C)C(C)(C)O3)[CH:49]=2)=[N:41][CH:42]=1)[CH3:26].[O-]P([O-])([O-])=O.[K+].[K+].[K+].O.O.O.C([O-])(=O)C.[Na+]. (3) The reactants are: I[C:2]1[CH:3]=[C:4]([CH:7]=[CH:8][CH:9]=1)[C:5]#[N:6].C1(P(C2C=CC=CC=2)C2C=CC=CC=2)C=CC=CC=1.[CH2:29]([OH:32])[C:30]#[CH:31].C(N(C(C)C)CC)(C)C. Given the product [C:5]([C:4]1[CH:3]=[C:2]([C:31]#[C:30][CH2:29][OH:32])[CH:9]=[CH:8][CH:7]=1)#[N:6], predict the reactants needed to synthesize it. (4) Given the product [F:18][C:17]([F:20])([F:19])[C:15]([OH:21])=[O:16].[NH2:7][C@H:5]1[CH2:6][C@H:3]([C:1]#[N:2])[CH2:4]1, predict the reactants needed to synthesize it. The reactants are: [C:1]([C@H:3]1[CH2:6][C@H:5]([NH:7]C(=O)OC(C)(C)C)[CH2:4]1)#[N:2].[C:15]([OH:21])([C:17]([F:20])([F:19])[F:18])=[O:16]. (5) Given the product [F:1][C:2]1[CH:7]=[CH:6][C:5]([CH3:8])=[CH:4][C:3]=1[NH:9][C:10]1[N:15]2[N:16]=[CH:17][C:18]([C:19]([NH:43][S:40]([CH2:38][CH3:39])(=[O:42])=[O:41])=[O:20])=[C:14]2[N:13]=[CH:12][C:11]=1[C:22]([N:24]1[CH2:25][CH2:26][CH:27]([C:30]2[CH:35]=[CH:34][C:33]([O:36][CH3:37])=[CH:32][CH:31]=2)[CH2:28][CH2:29]1)=[O:23], predict the reactants needed to synthesize it. The reactants are: [F:1][C:2]1[CH:7]=[CH:6][C:5]([CH3:8])=[CH:4][C:3]=1[NH:9][C:10]1[N:15]2[N:16]=[CH:17][C:18]([C:19](O)=[O:20])=[C:14]2[N:13]=[CH:12][C:11]=1[C:22]([N:24]1[CH2:29][CH2:28][CH:27]([C:30]2[CH:35]=[CH:34][C:33]([O:36][CH3:37])=[CH:32][CH:31]=2)[CH2:26][CH2:25]1)=[O:23].[CH2:38]([S:40]([NH2:43])(=[O:42])=[O:41])[CH3:39].